Dataset: Forward reaction prediction with 1.9M reactions from USPTO patents (1976-2016). Task: Predict the product of the given reaction. (1) The product is: [F:31][C:28]([F:29])([F:30])[C:20]1[CH:19]=[C:18]([CH:23]=[C:22]([C:24]([F:25])([F:26])[F:27])[CH:21]=1)[CH2:17][N:15]([CH3:16])[C:13](=[O:14])[C:12]1[C:32]([C:34]2[CH:39]=[CH:38][CH:37]=[CH:36][C:35]=2[CH3:40])=[CH:33][C:9]([C:7]2[S:8][C:4]([CH:1]([OH:3])[CH3:2])=[CH:5][CH:6]=2)=[N:10][CH:11]=1. Given the reactants [C:1]([C:4]1[S:8][C:7]([C:9]2[CH:33]=[C:32]([C:34]3[CH:39]=[CH:38][CH:37]=[CH:36][C:35]=3[CH3:40])[C:12]([C:13]([N:15]([CH2:17][C:18]3[CH:23]=[C:22]([C:24]([F:27])([F:26])[F:25])[CH:21]=[C:20]([C:28]([F:31])([F:30])[F:29])[CH:19]=3)[CH3:16])=[O:14])=[CH:11][N:10]=2)=[CH:6][CH:5]=1)(=[O:3])[CH3:2].[BH4-].[Na+].O1CCCC1, predict the reaction product. (2) Given the reactants [Cl:1][C:2]1[CH:7]=[CH:6][C:5](/[CH:8]=[CH:9]/[C:10]2[O:11][CH:12]=[C:13]([CH2:15]Cl)[N:14]=2)=[C:4]([F:17])[CH:3]=1.[CH3:18][S:19]([CH2:22][C:23]1[N:24]([CH2:28][CH2:29][CH2:30][CH2:31][C:32]2[CH:37]=[CH:36][C:35]([OH:38])=[CH:34][CH:33]=2)[CH:25]=[CH:26][N:27]=1)(=[O:21])=[O:20].[H-].[Na+], predict the reaction product. The product is: [Cl:1][C:2]1[CH:7]=[CH:6][C:5](/[CH:8]=[CH:9]/[C:10]2[O:11][CH:12]=[C:13]([CH2:15][O:38][C:35]3[CH:34]=[CH:33][C:32]([CH2:31][CH2:30][CH2:29][CH2:28][N:24]4[CH:25]=[CH:26][N:27]=[C:23]4[CH2:22][S:19]([CH3:18])(=[O:21])=[O:20])=[CH:37][CH:36]=3)[N:14]=2)=[C:4]([F:17])[CH:3]=1. (3) Given the reactants [C:1]([CH2:4][CH2:5][C:6]1[C:11]([C:12]([OH:14])=[O:13])=[C:10]([OH:15])[C:9]([CH3:16])=[N:8][CH:7]=1)([OH:3])=[O:2].Cl, predict the reaction product. The product is: [C:1]([CH:4]=[CH:5][C:6]1[C:11]([C:12]([OH:14])=[O:13])=[C:10]([OH:15])[C:9]([CH3:16])=[N:8][CH:7]=1)([OH:3])=[O:2]. (4) Given the reactants [Cl:1][C:2]1[N:3]=[CH:4][C:5]2[N:11]([CH3:12])[C:10](=[O:13])[C:9](=[CH:14][CH3:15])[CH2:8][N:7]([CH:16]3[CH2:20][CH2:19][CH2:18][CH2:17]3)[C:6]=2[N:21]=1.C([N-]C(C)C)(C)C.[Li+].CN(C)P(N(C)C)(N(C)C)=O.C1C=CC(S(N(S(C2C=CC=CC=2)(=O)=O)[F:51])(=O)=O)=CC=1, predict the reaction product. The product is: [Cl:1][C:2]1[N:3]=[CH:4][C:5]2[N:11]([CH3:12])[C:10](=[O:13])[C:9]([F:51])([CH:14]=[CH2:15])[CH2:8][N:7]([CH:16]3[CH2:20][CH2:19][CH2:18][CH2:17]3)[C:6]=2[N:21]=1. (5) Given the reactants [NH2:1][C:2]1[CH:3]=[N:4][CH:5]=[CH:6][C:7]=1[O:8][C@@H:9]1[CH2:14][CH2:13][CH2:12][N:11]([C:15]([O:17][C:18]([CH3:21])([CH3:20])[CH3:19])=[O:16])[CH2:10]1.[C:22](N1C=CN=C1)(N1C=CN=C1)=[S:23], predict the reaction product. The product is: [N:1]([C:2]1[CH:3]=[N:4][CH:5]=[CH:6][C:7]=1[O:8][C@@H:9]1[CH2:14][CH2:13][CH2:12][N:11]([C:15]([O:17][C:18]([CH3:21])([CH3:20])[CH3:19])=[O:16])[CH2:10]1)=[C:22]=[S:23]. (6) Given the reactants [C:1]([C:3]1[C:4]([NH:44][CH2:45][CH2:46][O:47][CH3:48])=[CH:5][C:6]([NH:9][C:10]([N:12]2[C:21]3[N:20]=[C:19]([CH:22]([O:25][CH3:26])[O:23][CH3:24])[C:18]([CH2:27][N:28]4[CH2:33][CH2:32][N:31](C(OCC[Si](C)(C)C)=O)[CH2:30][C:29]4=[O:43])=[CH:17][C:16]=3[CH2:15][CH2:14][CH2:13]2)=[O:11])=[N:7][CH:8]=1)#[N:2].O.O.[F-].C([N+](CC)(CC)CC)C, predict the reaction product. The product is: [C:1]([C:3]1[C:4]([NH:44][CH2:45][CH2:46][O:47][CH3:48])=[CH:5][C:6]([NH:9][C:10]([N:12]2[C:21]3[C:16](=[CH:17][C:18]([CH2:27][N:28]4[CH2:33][CH2:32][NH:31][CH2:30][C:29]4=[O:43])=[C:19]([CH:22]([O:25][CH3:26])[O:23][CH3:24])[N:20]=3)[CH2:15][CH2:14][CH2:13]2)=[O:11])=[N:7][CH:8]=1)#[N:2]. (7) Given the reactants [F:1][C:2]1[CH:7]=[CH:6][CH:5]=[CH:4][C:3]=1[NH:8][C:9](=[O:23])[NH:10][C:11]1[CH:16]=[CH:15][C:14]([CH2:17][C:18]([OH:20])=O)=[CH:13][C:12]=1[O:21][CH3:22].C([O:26][C:27]([C:29]1[CH:34]=[CH:33][C:32]([C:35]#[C:36][CH:37]2[CH2:41][CH2:40][CH2:39][NH:38]2)=[CH:31][CH:30]=1)=[O:28])C.C(Cl)CCl.Cl, predict the reaction product. The product is: [F:1][C:2]1[CH:7]=[CH:6][CH:5]=[CH:4][C:3]=1[NH:8][C:9](=[O:23])[NH:10][C:11]1[CH:16]=[CH:15][C:14]([CH2:17][C:18]([N:38]2[CH2:39][CH2:40][CH2:41][CH:37]2[C:36]#[C:35][C:32]2[CH:33]=[CH:34][C:29]([C:27]([OH:28])=[O:26])=[CH:30][CH:31]=2)=[O:20])=[CH:13][C:12]=1[O:21][CH3:22].